Predict which catalyst facilitates the given reaction. From a dataset of Catalyst prediction with 721,799 reactions and 888 catalyst types from USPTO. (1) Reactant: [Cl-].O[NH3+:3].[C:4](=[O:7])([O-])[OH:5].[Na+].CS(C)=O.[CH:13]([O:16][C:17]1[CH:22]=[CH:21][C:20]([C:23]2[C:28](=[O:29])[N:27]([CH2:30][C:31]3[CH:36]=[CH:35][C:34]([C:37]4[C:38]([C:43]#[N:44])=[CH:39][CH:40]=[CH:41][CH:42]=4)=[CH:33][CH:32]=3)[C:26]([CH2:45][CH2:46][CH3:47])=[N:25][C:24]=2[CH3:48])=[CH:19][CH:18]=1)([CH3:15])[CH3:14]. Product: [CH:13]([O:16][C:17]1[CH:18]=[CH:19][C:20]([C:23]2[C:28](=[O:29])[N:27]([CH2:30][C:31]3[CH:36]=[CH:35][C:34]([C:37]4[CH:42]=[CH:41][CH:40]=[CH:39][C:38]=4[C:43]4[NH:3][C:4](=[O:7])[O:5][N:44]=4)=[CH:33][CH:32]=3)[C:26]([CH2:45][CH2:46][CH3:47])=[N:25][C:24]=2[CH3:48])=[CH:21][CH:22]=1)([CH3:15])[CH3:14]. The catalyst class is: 6. (2) Reactant: [C:1]([C:4]1[C:9]([NH:10][C:11]([C:13]2[S:14][CH:15]=[C:16]([CH:18]([CH3:20])[CH3:19])[N:17]=2)=O)=[C:8]([Cl:21])[C:7]([O:22][CH2:23][CH:24]([O:27][CH3:28])[O:25][CH3:26])=[CH:6][CH:5]=1)(=[O:3])[CH3:2].CC([O-])(C)C.[K+].Cl. Product: [Cl:21][C:8]1[C:7]([O:22][CH2:23][CH:24]([O:27][CH3:28])[O:25][CH3:26])=[CH:6][CH:5]=[C:4]2[C:9]=1[N:10]=[C:11]([C:13]1[S:14][CH:15]=[C:16]([CH:18]([CH3:20])[CH3:19])[N:17]=1)[CH:2]=[C:1]2[OH:3]. The catalyst class is: 218. (3) Reactant: Br[CH2:2][C:3]([CH:5]1[CH2:10][CH2:9][N:8]([C:11]([O:13][CH2:14][C:15]2[CH:20]=[CH:19][CH:18]=[CH:17][CH:16]=2)=[O:12])[CH2:7][CH2:6]1)=[O:4].[C:21]([O:26][CH2:27][CH3:28])(=[O:25])[C:22]#[C:23][CH3:24].[N:29]1[CH:34]=[CH:33][N:32]=[CH:31][CH:30]=1.C(=O)([O-])[O-].[K+].[K+]. Product: [CH2:14]([O:13][C:11]([N:8]1[CH2:9][CH2:10][CH:5]([C:3]([C:2]2[N:29]3[CH:34]=[CH:33][N:32]=[CH:31][C:30]3=[C:22]([C:21]([O:26][CH2:27][CH3:28])=[O:25])[C:23]=2[CH3:24])=[O:4])[CH2:6][CH2:7]1)=[O:12])[C:15]1[CH:20]=[CH:19][CH:18]=[CH:17][CH:16]=1. The catalyst class is: 16. (4) Reactant: Br[C:2]1[CH:7]=[CH:6][N:5]=[C:4]2[N:8]([CH2:11][O:12][CH2:13][CH2:14][Si:15]([CH3:18])([CH3:17])[CH3:16])[CH:9]=[CH:10][C:3]=12.[C:19]([CH2:21][C:22]1([N:33]2[CH:37]=[C:36](B3OC(C)(C)C(C)(C)O3)[CH:35]=[N:34]2)[CH2:25][N:24]([C:26]([O:28][C:29]([CH3:32])([CH3:31])[CH3:30])=[O:27])[CH2:23]1)#[N:20].C(=O)([O-])[O-].[Cs+].[Cs+]. The catalyst class is: 70. Product: [C:19]([CH2:21][C:22]1([N:33]2[CH:37]=[C:36]([C:2]3[CH:7]=[CH:6][N:5]=[C:4]4[N:8]([CH2:11][O:12][CH2:13][CH2:14][Si:15]([CH3:18])([CH3:17])[CH3:16])[CH:9]=[CH:10][C:3]=34)[CH:35]=[N:34]2)[CH2:25][N:24]([C:26]([O:28][C:29]([CH3:32])([CH3:31])[CH3:30])=[O:27])[CH2:23]1)#[N:20]. (5) Reactant: [Br:1][CH2:2][C@H:3]([CH3:6])[CH2:4][OH:5].[C:7](OC(=O)C)(=[O:9])[CH3:8].O.C(OCC)(=O)C. Product: [C:7]([O:5][CH2:4][C@@H:3]([CH3:6])[CH2:2][Br:1])(=[O:9])[CH3:8]. The catalyst class is: 17. (6) Reactant: [Br:1][C:2]1[CH:7]=[CH:6][C:5]([OH:8])=[CH:4][C:3]=1[CH3:9].C(=O)([O-])[O-].[Cs+].[Cs+].[CH2:16](Br)[C:17]1[CH:22]=[CH:21][CH:20]=[CH:19][CH:18]=1. Product: [CH2:16]([O:8][C:5]1[CH:6]=[CH:7][C:2]([Br:1])=[C:3]([CH3:9])[CH:4]=1)[C:17]1[CH:22]=[CH:21][CH:20]=[CH:19][CH:18]=1. The catalyst class is: 10. (7) Reactant: [F:1][C:2]([F:15])([F:14])[O:3][C:4]1[CH:9]=[C:8](N)[CH:7]=[CH:6][C:5]=1[N+:11]([O-])=O.C([N:18](CC)CC)C.CN(C1C=CC=CN=1)C.Cl.[CH3:33][N:34]([CH2:36][C:37](Cl)=[O:38])[CH3:35].C(=O)(O)[O-].[Na+]. Product: [NH2:11][C:5]1[CH:6]=[C:7]([NH:18][C:37](=[O:38])[CH2:36][N:34]([CH3:35])[CH3:33])[CH:8]=[CH:9][C:4]=1[O:3][C:2]([F:15])([F:14])[F:1]. The catalyst class is: 4. (8) Reactant: [Br:1][C:2]1[CH:7]=[CH:6][C:5]([N:8]2[CH:12]=[CH:11][C:10](/[CH:13]=[CH:14]/[C:15]([O:17][CH2:18][CH3:19])=[O:16])=[C:9]2[C:20]2[CH:25]=[CH:24][C:23]([C:26](=[O:28])[NH2:27])=[CH:22][C:21]=2[CH3:29])=[CH:4][CH:3]=1.[BH4-].[Na+]. Product: [Br:1][C:2]1[CH:3]=[CH:4][C:5]([N:8]2[CH:12]=[CH:11][C:10]([CH2:13][CH2:14][C:15]([O:17][CH2:18][CH3:19])=[O:16])=[C:9]2[C:20]2[CH:25]=[CH:24][C:23]([C:26](=[O:28])[NH2:27])=[CH:22][C:21]=2[CH3:29])=[CH:6][CH:7]=1. The catalyst class is: 8. (9) Reactant: [OH:1][CH:2]1[CH2:6][CH2:5][CH2:4][C:3]1([CH2:12][CH2:13][CH3:14])[C:7]([O:9][CH2:10][CH3:11])=[O:8].C(Cl)Cl.[CH3:18][C:19]1[CH:27]=[CH:26][C:22]([C:23](Cl)=[O:24])=[CH:21][CH:20]=1. Product: [CH2:12]([C:3]1([C:7]([O:9][CH2:10][CH3:11])=[O:8])[CH2:4][CH2:5][CH2:6][CH:2]1[O:1][C:23](=[O:24])[C:22]1[CH:26]=[CH:27][C:19]([CH3:18])=[CH:20][CH:21]=1)[CH2:13][CH3:14]. The catalyst class is: 17. (10) Reactant: [CH2:1]([C:3]1[CH:4]=[C:5]([O:18][CH2:19][CH2:20][CH2:21][C:22]([O:24][CH2:25][CH3:26])=[O:23])[CH:6]=[CH:7][C:8]=1B1OC(C)(C)C(C)(C)O1)[CH3:2].[Br:27][C:28]1[N:32]=[C:31](Cl)[S:30][N:29]=1.P([O-])([O-])([O-])=O.[K+].[K+].[K+]. Product: [Br:27][C:28]1[N:32]=[C:31]([C:8]2[CH:7]=[CH:6][C:5]([O:18][CH2:19][CH2:20][CH2:21][C:22]([O:24][CH2:25][CH3:26])=[O:23])=[CH:4][C:3]=2[CH2:1][CH3:2])[S:30][N:29]=1. The catalyst class is: 108.